This data is from Full USPTO retrosynthesis dataset with 1.9M reactions from patents (1976-2016). The task is: Predict the reactants needed to synthesize the given product. Given the product [CH:12]1[N:13]2[C:22]3[C:17]([CH2:16][CH2:15][C:14]2=[C:10]([CH2:9][C@H:5]([CH2:4][CH2:3][CH2:2][NH:1][C:31]([O:30][CH:28]([O:27][C:25](=[O:26])[CH:24]([CH3:43])[CH3:23])[CH3:29])=[O:32])[C:6]([OH:8])=[O:7])[N:11]=1)=[CH:18][CH:19]=[CH:20][CH:21]=3, predict the reactants needed to synthesize it. The reactants are: [NH2:1][CH2:2][CH2:3][CH2:4][C@@H:5]([CH2:9][C:10]1[N:11]=[CH:12][N:13]2[C:22]3[C:17](=[CH:18][CH:19]=[CH:20][CH:21]=3)[CH2:16][CH2:15][C:14]=12)[C:6]([OH:8])=[O:7].[CH3:23][CH:24]([CH3:43])[C:25]([O:27][CH:28]([O:30][C:31](OC1C=CC([N+]([O-])=O)=CC=1)=[O:32])[CH3:29])=[O:26].